This data is from Catalyst prediction with 721,799 reactions and 888 catalyst types from USPTO. The task is: Predict which catalyst facilitates the given reaction. (1) Reactant: [Cl:1][C:2]1[C:11]2[C:6](=[CH:7][C:8]([S:12](Cl)(=[O:14])=[O:13])=[CH:9][CH:10]=2)[C:5]([OH:16])=[CH:4][N:3]=1.[CH3:17][O:18][C:19]1[CH:31]=[CH:30][C:22]([CH2:23][NH:24][C:25]2[CH:29]=[CH:28][O:27][N:26]=2)=[CH:21][CH:20]=1.[Li+].C[Si]([N-][Si](C)(C)C)(C)C. Product: [Cl:1][C:2]1[C:11]2[C:6](=[CH:7][C:8]([S:12]([N:24]([C:25]3[CH:29]=[CH:28][O:27][N:26]=3)[CH2:23][C:22]3[CH:21]=[CH:20][C:19]([O:18][CH3:17])=[CH:31][CH:30]=3)(=[O:14])=[O:13])=[CH:9][CH:10]=2)[C:5]([OH:16])=[CH:4][N:3]=1. The catalyst class is: 1. (2) Reactant: F[C:2]1[CH:7]=[CH:6][C:5]([N+:8]([O-])=O)=[CH:4][C:3]=1[CH3:11].[S:12]1[C:16]2=[CH:17][CH:18]=[CH:19][C:20]([OH:21])=[C:15]2[CH:14]=[N:13]1.C(=O)([O-])[O-].[K+].[K+].O. Product: [S:12]1[C:16]2[CH:17]=[CH:18][CH:19]=[C:20]([O:21][C:2]3[CH:7]=[CH:6][C:5]([NH2:8])=[CH:4][C:3]=3[CH3:11])[C:15]=2[CH:14]=[N:13]1. The catalyst class is: 9. (3) Reactant: Br[C:2]1[C:3]([CH3:9])=[N:4][N:5]([CH3:8])[C:6]=1[CH3:7].[Li]CCCC.C[O:16][B:17](OC)[O:18]C.Cl. Product: [CH3:8][N:5]1[C:6]([CH3:7])=[C:2]([B:17]([OH:18])[OH:16])[C:3]([CH3:9])=[N:4]1. The catalyst class is: 1. (4) Reactant: C(O)=O.[CH3:4][N:5]([CH2:7][C:8]1[CH:25]=[CH:24][C:11]([O:12][CH:13]2[CH2:16][N:15](C(OC(C)(C)C)=O)[CH2:14]2)=[C:10]([CH3:26])[CH:9]=1)[CH3:6]. Product: [NH:15]1[CH2:14][CH:13]([O:12][C:11]2[CH:24]=[CH:25][C:8]([CH2:7][N:5]([CH3:6])[CH3:4])=[CH:9][C:10]=2[CH3:26])[CH2:16]1. The catalyst class is: 209. (5) Reactant: [CH3:1][O:2][C:3]1[CH:4]=[C:5]2[C:10](=[CH:11][C:12]=1[O:13][CH3:14])[N:9]=[CH:8][CH:7]=[C:6]2[O:15][C:16]1[C:22]([CH3:23])=[CH:21][C:19]([NH2:20])=[C:18]([CH3:24])[CH:17]=1.Cl[C:26](Cl)([O:28][C:29](=[O:35])OC(Cl)(Cl)Cl)Cl.[C:37]([C:41]1[CH:46]=[CH:45]C(O)=[CH:43][CH:42]=1)([CH3:40])([CH3:39])[CH3:38].C(=O)(O)[O-].[Na+]. Product: [CH3:1][O:2][C:3]1[CH:4]=[C:5]2[C:10](=[CH:11][C:12]=1[O:13][CH3:14])[N:9]=[CH:8][CH:7]=[C:6]2[O:15][C:16]1[C:22]([CH3:23])=[CH:21][C:19]([NH:20][C:29](=[O:35])[O:28][C:26]2[CH:45]=[CH:46][C:41]([C:37]([CH3:40])([CH3:39])[CH3:38])=[CH:42][CH:43]=2)=[C:18]([CH3:24])[CH:17]=1. The catalyst class is: 208. (6) Reactant: [C:1]1(=O)[CH2:5][CH2:4][CH2:3][CH2:2]1.[CH:7](=[C:14]([C:17]#[N:18])[C:15]#[N:16])[C:8]1[CH:13]=[CH:12][CH:11]=[CH:10][CH:9]=1.C([O-])(=O)C.[NH4+:23]. The catalyst class is: 11. Product: [NH2:18][C:17]1[N:23]=[C:2]2[CH2:3][CH2:4][CH2:5][C:1]2=[C:7]([C:8]2[CH:13]=[CH:12][CH:11]=[CH:10][CH:9]=2)[C:14]=1[C:15]#[N:16]. (7) Reactant: [C:1]1([N:7]2[C:12](=[O:13])[C:11]3[S:14][CH:15]=[C:16]([C:17]4[CH:22]=[CH:21][CH:20]=[CH:19][CH:18]=4)[C:10]=3[N:9]=[CH:8]2)[CH:6]=[CH:5]C=[CH:3][CH:2]=1.[NH2:23][C:24]1C(C2C=CC=CC=2)=CSC=1C(OC)=O.C(OCC)(OCC)OCC.CN1CCC(N)CC1. Product: [CH3:24][N:23]1[CH2:3][CH2:2][CH:1]([N:7]2[C:12](=[O:13])[C:11]3[S:14][CH:15]=[C:16]([C:17]4[CH:22]=[CH:21][CH:20]=[CH:19][CH:18]=4)[C:10]=3[N:9]=[CH:8]2)[CH2:6][CH2:5]1. The catalyst class is: 15. (8) Reactant: [F:1][C:2]1[CH:7]=[CH:6][C:5]([S:8]([C:11]2[CH:12]=[N:13][C:14]([N:17]3[CH2:22][CH2:21][N:20](C(OC(C)(C)C)=O)[CH2:19][CH2:18]3)=[N:15][CH:16]=2)(=[O:10])=[O:9])=[CH:4][CH:3]=1.[ClH:30].O1CCOCC1. Product: [ClH:30].[F:1][C:2]1[CH:7]=[CH:6][C:5]([S:8]([C:11]2[CH:12]=[N:13][C:14]([N:17]3[CH2:22][CH2:21][NH:20][CH2:19][CH2:18]3)=[N:15][CH:16]=2)(=[O:9])=[O:10])=[CH:4][CH:3]=1. The catalyst class is: 12. (9) Reactant: [CH3:1][C:2]1[C:11]2[O:10][CH:9]([C:12]3[CH:17]=[CH:16][CH:15]=[CH:14][CH:13]=3)[C:8](=O)[NH:7][C:6]=2[CH:5]=[CH:4][CH:3]=1.[H-].[Al+3].[Li+].[H-].[H-].[H-].[OH-].[Na+].S([O-])([O-])(=O)=O.[Mg+2]. Product: [CH3:1][C:2]1[C:11]2[O:10][CH:9]([C:12]3[CH:17]=[CH:16][CH:15]=[CH:14][CH:13]=3)[CH2:8][NH:7][C:6]=2[CH:5]=[CH:4][CH:3]=1. The catalyst class is: 30.